From a dataset of Forward reaction prediction with 1.9M reactions from USPTO patents (1976-2016). Predict the product of the given reaction. Given the reactants [NH2:1][C:2]1[CH:3]=[C:4]([C@@H:8]([N:10]2[CH2:15][CH2:14][N:13]([C:16]([C:18]3[CH:19]=[N:20][N:21]4[C:26]([C:27]([F:30])([F:29])[F:28])=[C:25]([CH3:31])[C:24]([C:32]5[CH:37]=[CH:36][C:35]([O:38][CH3:39])=[CH:34][CH:33]=5)=[N:23][C:22]=34)=[O:17])[C@H:12]([CH3:40])[CH2:11]2)[CH3:9])[CH:5]=[CH:6][CH:7]=1.[CH3:41][S:42](Cl)(=[O:44])=[O:43], predict the reaction product. The product is: [CH3:39][O:38][C:35]1[CH:36]=[CH:37][C:32]([C:24]2[C:25]([CH3:31])=[C:26]([C:27]([F:28])([F:30])[F:29])[N:21]3[N:20]=[CH:19][C:18]([C:16]([N:13]4[CH2:14][CH2:15][N:10]([C@H:8]([C:4]5[CH:3]=[C:2]([NH:1][S:42]([CH3:41])(=[O:44])=[O:43])[CH:7]=[CH:6][CH:5]=5)[CH3:9])[CH2:11][C@H:12]4[CH3:40])=[O:17])=[C:22]3[N:23]=2)=[CH:33][CH:34]=1.